This data is from Forward reaction prediction with 1.9M reactions from USPTO patents (1976-2016). The task is: Predict the product of the given reaction. (1) Given the reactants CN(C(ON1N=NC2C=[CH:13][CH:14]=[N:15][C:10]1=2)=[N+](C)C)C.F[P-](F)(F)(F)(F)F.[CH3:25][C@H:26]([O:29][C:30]1[CH:31]=[C:32]([O:45][C:46]2[N:47]=[CH:48][C:49]([C:52]([OH:54])=O)=[N:50][CH:51]=2)[CH:33]=[C:34]([C:36]([NH:38][C:39]2[CH:43]=[CH:42][N:41]([CH3:44])[N:40]=2)=[O:37])[CH:35]=1)[CH2:27][CH3:28].Cl.N1CCC1.CCN(C(C)C)C(C)C, predict the reaction product. The product is: [N:15]1([C:52]([C:49]2[N:50]=[CH:51][C:46]([O:45][C:32]3[CH:33]=[C:34]([CH:35]=[C:30]([O:29][C@@H:26]([CH3:25])[CH2:27][CH3:28])[CH:31]=3)[C:36]([NH:38][C:39]3[CH:43]=[CH:42][N:41]([CH3:44])[N:40]=3)=[O:37])=[N:47][CH:48]=2)=[O:54])[CH2:14][CH2:13][CH2:10]1. (2) Given the reactants [F:1][C:2]1[CH:19]=[C:18]([N+:20]([O-:22])=[O:21])[CH:17]=[CH:16][C:3]=1[O:4][C:5]1[C:10]2=[C:11]([CH3:15])[C:12]([OH:14])=[CH:13][N:9]2[N:8]=[CH:7][N:6]=1.[O:23]1[CH2:28][CH2:27][N:26]([CH2:29][CH2:30]O)[CH2:25][CH2:24]1.C1C=CC(P(C2C=CC=CC=2)C2C=CC=CC=2)=CC=1.CC(OC(/N=N/C(OC(C)C)=O)=O)C, predict the reaction product. The product is: [F:1][C:2]1[CH:19]=[C:18]([N+:20]([O-:22])=[O:21])[CH:17]=[CH:16][C:3]=1[O:4][C:5]1[C:10]2=[C:11]([CH3:15])[C:12]([O:14][CH2:30][CH2:29][N:26]3[CH2:27][CH2:28][O:23][CH2:24][CH2:25]3)=[CH:13][N:9]2[N:8]=[CH:7][N:6]=1. (3) Given the reactants [O-]P1(OP([O-])(=O)OP([O-])(=O)OP([O-])(=O)O1)=O.[Na+].[Na+].[Na+].[Na+].CCOC(C)=O.[CH:27]1([NH2:32])[CH2:31][CH2:30][CH2:29][CH2:28]1.[OH:33][CH2:34][C:35]1[C:36]([C:50](O)=[O:51])=[N:37][O:38][C:39]=1[C:40]1[CH:45]=[CH:44][C:43]([C:46]([F:49])([F:48])[F:47])=[CH:42][CH:41]=1.C(N(CC)CC)C, predict the reaction product. The product is: [CH:27]1([NH:32][C:50]([C:36]2[C:35]([CH2:34][OH:33])=[C:39]([C:40]3[CH:41]=[CH:42][C:43]([C:46]([F:49])([F:48])[F:47])=[CH:44][CH:45]=3)[O:38][N:37]=2)=[O:51])[CH2:31][CH2:30][CH2:29][CH2:28]1. (4) The product is: [C:12]([O:11][C:9]([NH:8][C@@H:3]([CH2:2][NH:1][S:34]([C:29]1[CH:30]=[CH:31][CH:32]=[CH:33][C:28]=1[N+:25]([O-:27])=[O:26])(=[O:35])=[O:36])[C:4]([O:6][CH3:7])=[O:5])=[O:10])([CH3:15])([CH3:14])[CH3:13]. Given the reactants [NH2:1][CH2:2][C@H:3]([NH:8][C:9]([O:11][C:12]([CH3:15])([CH3:14])[CH3:13])=[O:10])[C:4]([O:6][CH3:7])=[O:5].CCN(C(C)C)C(C)C.[N+:25]([C:28]1[CH:33]=[CH:32][CH:31]=[CH:30][C:29]=1[S:34](Cl)(=[O:36])=[O:35])([O-:27])=[O:26], predict the reaction product.